From a dataset of Forward reaction prediction with 1.9M reactions from USPTO patents (1976-2016). Predict the product of the given reaction. (1) Given the reactants [Br:1][C:2]1[CH:3]=[CH:4][C:5]([CH:8]=[O:9])=[N:6][CH:7]=1.C(O[BH-](OC(=O)C)OC(=O)C)(=O)C.[Na+].C(=O)([O-])O.[Na+], predict the reaction product. The product is: [Br:1][C:2]1[CH:3]=[CH:4][C:5]([CH2:8][OH:9])=[N:6][CH:7]=1. (2) Given the reactants C[O:2][C:3]([C:5]1[CH:13]=[CH:12][C:8]2[N:9]=[CH:10][S:11][C:7]=2[CH:6]=1)=O.ClCCl.[H-].C([Al+]CC(C)C)C(C)C.C(C(C(C([O-])=O)O)O)([O-])=O.[Na+].[K+], predict the reaction product. The product is: [S:11]1[C:7]2[CH:6]=[C:5]([CH2:3][OH:2])[CH:13]=[CH:12][C:8]=2[N:9]=[CH:10]1. (3) Given the reactants [OH:1][CH2:2][C:3]1[CH:4]=[CH:5][C:6]([CH3:12])=[C:7]([CH:11]=1)[C:8]([OH:10])=O.[N:13]1([CH2:18][CH2:19][CH2:20][S:21]([C:24]2[CH:29]=[CH:28][C:27]([NH:30][C:31]3[N:36]=[CH:35][C:34]([NH2:37])=[CH:33][N:32]=3)=[CH:26][CH:25]=2)(=[O:23])=[O:22])[CH2:17][CH2:16][CH2:15][CH2:14]1, predict the reaction product. The product is: [OH:1][CH2:2][C:3]1[CH:4]=[CH:5][C:6]([CH3:12])=[C:7]([CH:11]=1)[C:8]([NH:37][C:34]1[CH:35]=[N:36][C:31]([NH:30][C:27]2[CH:28]=[CH:29][C:24]([S:21]([CH2:20][CH2:19][CH2:18][N:13]3[CH2:17][CH2:16][CH2:15][CH2:14]3)(=[O:22])=[O:23])=[CH:25][CH:26]=2)=[N:32][CH:33]=1)=[O:10]. (4) Given the reactants [CH3:1][O:2][C:3]1[N:8]=[C:7]([C:9]([NH:11][NH:12]C(OC(C)(C)C)=O)=[O:10])[CH:6]=[CH:5][CH:4]=1.Cl, predict the reaction product. The product is: [CH3:1][O:2][C:3]1[N:8]=[C:7]([C:9]([NH:11][NH2:12])=[O:10])[CH:6]=[CH:5][CH:4]=1. (5) The product is: [Cl:2][C:3]1[CH:8]=[CH:7][C:6]([NH:9][C:10](=[O:11])[C:12]2[CH:13]=[CH:14][C:15]([CH2:16][N:17]3[CH2:22][CH2:21][NH:20][CH2:19][C:18]3=[O:30])=[CH:31][CH:32]=2)=[CH:5][C:4]=1[C:33]1[CH:38]=[CH:37][CH:36]=[CH:35][N:34]=1. Given the reactants Cl.[Cl:2][C:3]1[CH:8]=[CH:7][C:6]([NH:9][C:10]([C:12]2[CH:32]=[CH:31][C:15]([CH2:16][N:17]3[CH2:22][CH2:21][N:20](C(OC(C)(C)C)=O)[CH2:19][C:18]3=[O:30])=[CH:14][CH:13]=2)=[O:11])=[CH:5][C:4]=1[C:33]1[CH:38]=[CH:37][CH:36]=[CH:35][N:34]=1, predict the reaction product. (6) Given the reactants Cl[CH:2]1[C:11]2[C:6](=[N:7][CH:8]=[CH:9][CH:10]=2)[O:5][CH2:4][CH2:3]1.[C-:12]#[N:13].[K+], predict the reaction product. The product is: [O:5]1[C:6]2=[N:7][CH:8]=[CH:9][CH:10]=[C:11]2[CH:2]([C:12]#[N:13])[CH2:3][CH2:4]1. (7) Given the reactants Br[CH2:2][C:3]1[CH:8]=[CH:7][CH:6]=[CH:5][CH:4]=1.[NH:9]1[CH:13]=[C:12]([C:14]([O:16][CH2:17][CH3:18])=[O:15])[CH:11]=[N:10]1.C([O-])([O-])=O.[K+].[K+], predict the reaction product. The product is: [CH2:2]([N:9]1[CH:13]=[C:12]([C:14]([O:16][CH2:17][CH3:18])=[O:15])[CH:11]=[N:10]1)[C:3]1[CH:8]=[CH:7][CH:6]=[CH:5][CH:4]=1.